From a dataset of Reaction yield outcomes from USPTO patents with 853,638 reactions. Predict the reaction yield, written as a fraction of the theoretical maximum amount of product (1.0 means a 100% yield; for example, 0.34 means a 34% yield). The reactants are C(N(CC)C(C)C)(C)C.Cl.[Cl:11][C:12]1[CH:13]=[C:14]2[C:18](=[CH:19][CH:20]=1)[NH:17][CH:16]=[C:15]2[CH2:21][CH2:22][NH2:23].Cl[C:25]([O:27][C:28]1[CH:33]=[CH:32][CH:31]=[CH:30][CH:29]=1)=[O:26]. The catalyst is ClCCl. The product is [Cl:11][C:12]1[CH:13]=[C:14]2[C:18](=[CH:19][CH:20]=1)[NH:17][CH:16]=[C:15]2[CH2:21][CH2:22][NH:23][C:25](=[O:26])[O:27][C:28]1[CH:33]=[CH:32][CH:31]=[CH:30][CH:29]=1. The yield is 0.880.